Dataset: Reaction yield outcomes from USPTO patents with 853,638 reactions. Task: Predict the reaction yield, written as a fraction of the theoretical maximum amount of product (1.0 means a 100% yield; for example, 0.34 means a 34% yield). The reactants are BrC1SC2C=C(C(OCC)=O)C=CC=2N=1.FC1(F)CCNCC1.C([O-])([O-])=O.[Cs+].[Cs+].[F:30][C:31]1([F:51])[CH2:36][CH2:35][N:34]([C:37]2[S:38][C:39]3[CH:45]=[C:44]([C:46]([O:48]CC)=[O:47])[CH:43]=[CH:42][C:40]=3[N:41]=2)[CH2:33][CH2:32]1.Cl. The catalyst is CC#N.O. The product is [F:51][C:31]1([F:30])[CH2:36][CH2:35][N:34]([C:37]2[S:38][C:39]3[CH:45]=[C:44]([C:46]([OH:48])=[O:47])[CH:43]=[CH:42][C:40]=3[N:41]=2)[CH2:33][CH2:32]1. The yield is 0.990.